The task is: Predict the reactants needed to synthesize the given product.. This data is from Full USPTO retrosynthesis dataset with 1.9M reactions from patents (1976-2016). (1) Given the product [C:1]([O:4][CH2:5][C@@H:6]1[C@@H:11]([N:48]=[N+:49]=[N-:50])[CH:10]=[CH:9][C@@H:8]([O:16][CH3:17])[O:7]1)(=[O:3])[CH3:2], predict the reactants needed to synthesize it. The reactants are: [C:1]([O:4][CH2:5][C@@H:6]1[C@@H:11](OC(=O)C)[CH:10]=[CH:9][C@@H:8]([O:16][CH3:17])[O:7]1)(=[O:3])[CH3:2].C1(P(C2C=CC=CC=2)CCCCP(C2C=CC=CC=2)C2C=CC=CC=2)C=CC=CC=1.[N:48]([Si](C)(C)C)=[N+:49]=[N-:50]. (2) The reactants are: [CH3:1][O:2][C:3](=[O:16])[CH:4]([C:8]1[CH:13]=[CH:12][C:11](Cl)=[C:10](Cl)[CH:9]=1)[CH2:5][CH:6]=[O:7].COC(=O)CC1C=CC([F:27])=CC=1.COC(OC)CBr.Cl. Given the product [CH3:1][O:2][C:3](=[O:16])[CH:4]([C:8]1[CH:13]=[CH:12][C:11]([F:27])=[CH:10][CH:9]=1)[CH2:5][CH:6]=[O:7], predict the reactants needed to synthesize it. (3) Given the product [Cl:23][C:18]1[CH:19]=[CH:20][CH:21]=[CH:22][C:17]=1[O:16][C:14]1[CH2:15][N:11]([CH:4]([CH2:5][C@H:6]2[CH2:7][C@H:8]([CH3:10])[CH2:9]2)[C:3]([OH:25])=[O:2])[C:12](=[O:24])[CH:13]=1, predict the reactants needed to synthesize it. The reactants are: C[O:2][C:3](=[O:25])[CH:4]([N:11]1[CH2:15][C:14]([O:16][C:17]2[CH:22]=[CH:21][CH:20]=[CH:19][C:18]=2[Cl:23])=[CH:13][C:12]1=[O:24])[CH2:5][C@H:6]1[CH2:9][C@H:8]([CH3:10])[CH2:7]1.O.O.[OH-].[Li+]. (4) Given the product [CH3:27][C:28]1([CH2:32][O:1][C:2]2[CH:11]=[C:6]([C:7]([O:9][CH3:10])=[O:8])[CH:5]=[C:4]([CH:3]=2)[C:12]([O:14][CH3:15])=[O:13])[CH2:31][O:30][CH2:29]1, predict the reactants needed to synthesize it. The reactants are: [OH:1][C:2]1[CH:3]=[C:4]([C:12]([O:14][CH3:15])=[O:13])[CH:5]=[C:6]([CH:11]=1)[C:7]([O:9][CH3:10])=[O:8].CC1C=CC(S(O[CH2:27][C:28]2([CH3:32])[CH2:31][O:30][CH2:29]2)(=O)=O)=CC=1.C(=O)([O-])[O-].[K+].[K+]. (5) Given the product [F:5][C:4]([F:7])([F:6])[CH2:3][CH2:2][CH:14]([C:12]1[CH:11]=[N:10][O:9][CH:13]=1)[OH:15], predict the reactants needed to synthesize it. The reactants are: Br[CH2:2][CH2:3][C:4]([F:7])([F:6])[F:5].[Mg].[O:9]1[CH:13]=[C:12]([CH:14]=[O:15])[CH:11]=[N:10]1. (6) Given the product [C:5]([C:4]1[CH:7]=[C:8]([C:10]2[CH:30]=[CH:31][CH:32]=[C:27]([CH2:26][NH:25][C:23](=[O:24])[O:22][C:18]([CH3:20])([CH3:19])[CH3:21])[CH:28]=2)[CH:9]=[C:2]([OH:1])[CH:3]=1)#[N:6], predict the reactants needed to synthesize it. The reactants are: [OH:1][C:2]1[CH:3]=[C:4]([CH:7]=[C:8]([CH2:10]S(C(F)(F)F)(=O)=O)[CH:9]=1)[C:5]#[N:6].[C:18]([O:22][C:23]([NH:25][CH2:26][C:27]1[CH:28]=C(B(O)O)[CH:30]=[CH:31][CH:32]=1)=[O:24])([CH3:21])([CH3:20])[CH3:19].C([O-])([O-])=O.[Na+].[Na+].OS([O-])(=O)=O.[Na+].